Dataset: Full USPTO retrosynthesis dataset with 1.9M reactions from patents (1976-2016). Task: Predict the reactants needed to synthesize the given product. (1) Given the product [N:1]1[N:5]2[C:6]3[CH2:13][CH2:12][N:11]([C:24]4[CH:23]=[C:22]([NH:21][C:19](=[O:20])[O:18][C:14]([CH3:16])([CH3:15])[CH3:17])[CH:27]=[CH:26][CH:25]=4)[CH2:10][C:7]=3[CH:8]=[N:9][C:4]2=[CH:3][CH:2]=1, predict the reactants needed to synthesize it. The reactants are: [N:1]1[N:5]2[C:6]3[CH2:13][CH2:12][NH:11][CH2:10][C:7]=3[CH:8]=[N:9][C:4]2=[CH:3][CH:2]=1.[C:14]([O:18][C:19]([NH:21][C:22]1[CH:27]=[CH:26][CH:25]=[C:24](Br)[CH:23]=1)=[O:20])([CH3:17])([CH3:16])[CH3:15].COC1C=CC=C(OC)C=1C1C=CC=CC=1P(C1CCCCC1)C1CCCCC1.C([O-])([O-])=O.[Cs+].[Cs+]. (2) Given the product [Br:7][C:8]1[CH:16]=[CH:15][C:14]([C:17](=[O:18])[NH2:19])=[C:13]2[C:9]=1[C:10]([CH2:20][CH:27]([N+:24]([O-:26])=[O:25])[C:28]([O:30][CH2:31][CH3:32])=[O:29])=[CH:11][NH:12]2, predict the reactants needed to synthesize it. The reactants are: C(OC)(=O)C#C.[Br:7][C:8]1[CH:16]=[CH:15][C:14]([C:17]([NH2:19])=[O:18])=[C:13]2[C:9]=1[C:10]([CH2:20]N(C)C)=[CH:11][NH:12]2.[N+:24]([CH2:27][C:28]([O:30][CH2:31][CH3:32])=[O:29])([O-:26])=[O:25]. (3) Given the product [N:21]1[C:30]2[C:25](=[CH:26][CH:27]=[CH:28][CH:29]=2)[C:24]([C:31]([N:13]2[CH2:14][CH:15]3[CH:11]([CH2:10][N:9]([C:4]4[N:5]=[C:6]([CH3:8])[CH:7]=[C:2]([CH3:1])[N:3]=4)[CH2:16]3)[CH2:12]2)=[O:32])=[CH:23][N:22]=1, predict the reactants needed to synthesize it. The reactants are: [CH3:1][C:2]1[CH:7]=[C:6]([CH3:8])[N:5]=[C:4]([N:9]2[CH2:16][CH:15]3[CH:11]([CH2:12][NH:13][CH2:14]3)[CH2:10]2)[N:3]=1.CC(O)=O.[N:21]1[C:30]2[C:25](=[CH:26][CH:27]=[CH:28][CH:29]=2)[C:24]([C:31](O)=[O:32])=[CH:23][N:22]=1. (4) Given the product [C:42]([NH:1][C@@H:2]1[C@H:6]([NH:7][C:8]2[N:17]=[CH:16][C:15]3[C:10](=[CH:11][CH:12]=[C:13]([C:18]4[C:19]([Cl:29])=[C:20]([O:27][CH3:28])[CH:21]=[C:22]([O:25][CH3:26])[C:23]=4[Cl:24])[CH:14]=3)[N:9]=2)[CH2:5][N:4]([C:30]([O:32][C:39]([CH3:40])([CH3:41])[CH3:48])=[O:31])[CH2:3]1)(=[O:45])[CH:43]=[CH2:44], predict the reactants needed to synthesize it. The reactants are: [NH2:1][C@@H:2]1[C@H:6]([NH:7][C:8]2[N:17]=[CH:16][C:15]3[C:10](=[CH:11][CH:12]=[C:13]([C:18]4[C:23]([Cl:24])=[C:22]([O:25][CH3:26])[CH:21]=[C:20]([O:27][CH3:28])[C:19]=4[Cl:29])[CH:14]=3)[N:9]=2)[CH2:5][N:4]([C:30]([O-:32])=[O:31])[CH2:3]1.CCN([CH:39]([CH3:41])[CH3:40])C(C)C.[C:42](Cl)(=[O:45])[CH:43]=[CH2:44].Cl[CH2:48]Cl. (5) The reactants are: [C:1]([CH2:3][NH:4][C:5]([C@@H:7]1[CH2:12][CH2:11][CH2:10][CH2:9][C@H:8]1[CH2:13]Br)=[O:6])#[N:2].C(=O)([O-])[O-].[Cs+].[Cs+].[SH:21][C:22]1[CH:27]=[CH:26][C:25]([SH:28])=[CH:24][CH:23]=1. Given the product [C:1]([CH2:3][NH:4][C:5]([C@@H:7]1[CH2:12][CH2:11][CH2:10][CH2:9][C@H:8]1[CH2:13][S:21][C:22]1[CH:27]=[CH:26][C:25]([S:28][C:25]2[CH:26]=[CH:27][C:22]([SH:21])=[CH:23][CH:24]=2)=[CH:24][CH:23]=1)=[O:6])#[N:2], predict the reactants needed to synthesize it. (6) Given the product [CH2:1]([O:3][C:4]([C:6]1[C:7](=[O:27])[NH:8][C:9]2[C:14]([C:15]=1[Cl:16])=[CH:13][C:12]([F:17])=[CH:11][N:10]=2)=[O:5])[CH3:2], predict the reactants needed to synthesize it. The reactants are: [CH2:1]([O:3][C:4]([C:6]1[C:7](=[O:27])[N:8](CC2C=CC(OC)=CC=2)[C:9]2[C:14]([C:15]=1[Cl:16])=[CH:13][C:12]([F:17])=[CH:11][N:10]=2)=[O:5])[CH3:2]. (7) The reactants are: [C:1]([O:5][C:6](=[O:35])[NH:7][CH:8]([CH2:27][C:28]1[CH:33]=[CH:32][C:31]([Cl:34])=[CH:30][CH:29]=1)[C:9]([N:11]1[CH2:16][CH2:15][N:14]([C:17]2[C:18]3[S:25][C:24](I)=[CH:23][C:19]=3[N:20]=[CH:21][N:22]=2)[CH2:13][CH2:12]1)=[O:10])([CH3:4])([CH3:3])[CH3:2].C([O-])([O-])=O.[Na+].[Na+].[S:42]1[CH:46]=[CH:45][C:44](B(O)O)=[CH:43]1. Given the product [C:1]([O:5][C:6](=[O:35])[NH:7][CH:8]([CH2:27][C:28]1[CH:33]=[CH:32][C:31]([Cl:34])=[CH:30][CH:29]=1)[C:9](=[O:10])[N:11]1[CH2:16][CH2:15][N:14]([C:17]2[C:18]3[S:25][C:24]([C:44]4[CH:45]=[CH:46][S:42][CH:43]=4)=[CH:23][C:19]=3[N:20]=[CH:21][N:22]=2)[CH2:13][CH2:12]1)([CH3:4])([CH3:3])[CH3:2], predict the reactants needed to synthesize it. (8) The reactants are: [CH2:1]([NH:8][C@H:9]([CH2:12][CH3:13])[CH2:10][OH:11])[C:2]1[CH:7]=[CH:6][CH:5]=[CH:4][CH:3]=1.C(N(CC)CC)C.[Cl:21][CH:22]([CH3:26])[C:23](Cl)=[O:24]. Given the product [CH2:1]([N:8]([C@H:9]([CH2:12][CH3:13])[CH2:10][OH:11])[C:23](=[O:24])[CH:22]([Cl:21])[CH3:26])[C:2]1[CH:7]=[CH:6][CH:5]=[CH:4][CH:3]=1, predict the reactants needed to synthesize it.